From a dataset of Reaction yield outcomes from USPTO patents with 853,638 reactions. Predict the reaction yield, written as a fraction of the theoretical maximum amount of product (1.0 means a 100% yield; for example, 0.34 means a 34% yield). (1) The reactants are [Br:1][C:2]1[C:3](F)=[C:4]2[C:10]([NH:11][C:12]([CH:14]3[CH2:17][CH2:16][CH2:15]3)=[O:13])=[CH:9][NH:8][C:5]2=[N:6][CH:7]=1.[NH:19]1[CH2:24][CH2:23][CH2:22][C@@H:21]([NH:25][C:26](=[O:32])[O:27][C:28]([CH3:31])([CH3:30])[CH3:29])[CH2:20]1.C(N(CC)CC)C. The catalyst is CCCCO.CCOC(C)=O. The product is [Br:1][C:2]1[C:3]([N:19]2[CH2:24][CH2:23][CH2:22][C@@H:21]([NH:25][C:26](=[O:32])[O:27][C:28]([CH3:30])([CH3:29])[CH3:31])[CH2:20]2)=[C:4]2[C:10]([NH:11][C:12]([CH:14]3[CH2:17][CH2:16][CH2:15]3)=[O:13])=[CH:9][NH:8][C:5]2=[N:6][CH:7]=1. The yield is 0.300. (2) The reactants are [C:1]1([S:7](Cl)(=[O:9])=[O:8])[CH:6]=[CH:5][CH:4]=[CH:3][CH:2]=1.[NH2:11][C:12]1[CH:13]=[CH:14][C:15]([O:18][C:19](=[O:28])[N:20]([CH3:27])[C:21]2[CH:26]=[CH:25][CH:24]=[CH:23][CH:22]=2)=[N:16][CH:17]=1.C(N(CC)CC)C. The catalyst is ClCCl. The product is [C:1]1([S:7]([NH:11][C:12]2[CH:13]=[CH:14][C:15]([O:18][C:19](=[O:28])[N:20]([CH3:27])[C:21]3[CH:26]=[CH:25][CH:24]=[CH:23][CH:22]=3)=[N:16][CH:17]=2)(=[O:9])=[O:8])[CH:6]=[CH:5][CH:4]=[CH:3][CH:2]=1. The yield is 0.230.